From a dataset of Reaction yield outcomes from USPTO patents with 853,638 reactions. Predict the reaction yield, written as a fraction of the theoretical maximum amount of product (1.0 means a 100% yield; for example, 0.34 means a 34% yield). (1) The reactants are Cl.C(OC([NH:9][C@H:10]([C:16]1[CH:21]=[CH:20][C:19]([Cl:22])=[CH:18][CH:17]=1)[CH2:11][C:12]([O:14][CH3:15])=[O:13])=O)(C)(C)C. The catalyst is C(Cl)Cl. The product is [NH2:9][C@H:10]([C:16]1[CH:17]=[CH:18][C:19]([Cl:22])=[CH:20][CH:21]=1)[CH2:11][C:12]([O:14][CH3:15])=[O:13]. The yield is 1.02. (2) The reactants are [NH2:1][C:2]1[C:3]([F:23])=[CH:4][C:5]([Cl:22])=[C:6]([C:8]2[C:9](=[O:21])[N:10]([CH2:19][CH3:20])[C:11]3[C:16]([CH:17]=2)=[CH:15][N:14]=[C:13](Cl)[CH:12]=3)[CH:7]=1.[OH2:24]. The catalyst is O1CCN(CCCN)CC1. The product is [NH2:1][C:2]1[C:3]([F:23])=[CH:4][C:5]([Cl:22])=[C:6]([C:8]2[C:9](=[O:21])[N:10]([CH2:19][CH3:20])[C:11]3[C:16]([CH:17]=2)=[CH:15][N:14]=[C:13]([NH:14][CH2:13][CH2:12][CH2:11][N:10]2[CH2:19][CH2:20][O:24][CH2:8][CH2:9]2)[CH:12]=3)[CH:7]=1. The yield is 0.570. (3) The catalyst is CC(N(C)C)=O.O. The yield is 0.130. The product is [CH2:15]([N:19]1[CH2:20][CH2:21][N:22]([C:25]2[CH:26]=[CH:27][C:28]([C:29]3[NH:6][C:4](=[O:5])[C:3]4[C:2](=[CH:10][C:9]([O:11][CH3:12])=[CH:8][C:7]=4[O:13][CH3:14])[N:1]=3)=[CH:31][CH:32]=2)[CH2:23][CH2:24]1)[CH2:16][CH2:17][CH3:18]. The reactants are [NH2:1][C:2]1[CH:10]=[C:9]([O:11][CH3:12])[CH:8]=[C:7]([O:13][CH3:14])[C:3]=1[C:4]([NH2:6])=[O:5].[CH2:15]([N:19]1[CH2:24][CH2:23][N:22]([C:25]2[CH:32]=[CH:31][C:28]([CH:29]=O)=[CH:27][CH:26]=2)[CH2:21][CH2:20]1)[CH2:16][CH2:17][CH3:18].OS([O-])=O.[Na+].CC1C=CC(S(O)(=O)=O)=CC=1. (4) The reactants are [H-].[Na+].[F:3][C:4]([F:15])([F:14])[C:5]1[CH:10]=[CH:9][C:8]([C:11](=[O:13])[CH3:12])=[CH:7][CH:6]=1.[CH2:16]([O:18][C:19](=[O:25])[C:20](OCC)=[O:21])[CH3:17]. The catalyst is CN(C=O)C. The product is [CH2:16]([O:18][C:19](=[O:25])[C:20](=[O:21])[CH2:12][C:11](=[O:13])[C:8]1[CH:7]=[CH:6][C:5]([C:4]([F:14])([F:15])[F:3])=[CH:10][CH:9]=1)[CH3:17]. The yield is 0.800.